Dataset: NCI-60 drug combinations with 297,098 pairs across 59 cell lines. Task: Regression. Given two drug SMILES strings and cell line genomic features, predict the synergy score measuring deviation from expected non-interaction effect. (1) Drug 1: CCC1=CC2CC(C3=C(CN(C2)C1)C4=CC=CC=C4N3)(C5=C(C=C6C(=C5)C78CCN9C7C(C=CC9)(C(C(C8N6C)(C(=O)OC)O)OC(=O)C)CC)OC)C(=O)OC.C(C(C(=O)O)O)(C(=O)O)O. Drug 2: CC1=C(C(CCC1)(C)C)C=CC(=CC=CC(=CC(=O)O)C)C. Cell line: HCC-2998. Synergy scores: CSS=63.4, Synergy_ZIP=2.74, Synergy_Bliss=4.66, Synergy_Loewe=-24.6, Synergy_HSA=3.91. (2) Drug 1: CC1CCC2CC(C(=CC=CC=CC(CC(C(=O)C(C(C(=CC(C(=O)CC(OC(=O)C3CCCCN3C(=O)C(=O)C1(O2)O)C(C)CC4CCC(C(C4)OC)O)C)C)O)OC)C)C)C)OC. Drug 2: C1CN(CCN1C(=O)CCBr)C(=O)CCBr. Cell line: BT-549. Synergy scores: CSS=21.5, Synergy_ZIP=-7.47, Synergy_Bliss=-3.07, Synergy_Loewe=-1.30, Synergy_HSA=1.63. (3) Drug 1: CS(=O)(=O)C1=CC(=C(C=C1)C(=O)NC2=CC(=C(C=C2)Cl)C3=CC=CC=N3)Cl. Drug 2: CCC1=C2CN3C(=CC4=C(C3=O)COC(=O)C4(CC)O)C2=NC5=C1C=C(C=C5)O. Cell line: HCT116. Synergy scores: CSS=51.8, Synergy_ZIP=6.80, Synergy_Bliss=6.87, Synergy_Loewe=-16.0, Synergy_HSA=6.54. (4) Drug 1: CC1=C2C(C(=O)C3(C(CC4C(C3C(C(C2(C)C)(CC1OC(=O)C(C(C5=CC=CC=C5)NC(=O)OC(C)(C)C)O)O)OC(=O)C6=CC=CC=C6)(CO4)OC(=O)C)OC)C)OC. Drug 2: C1=CC(=CC=C1C#N)C(C2=CC=C(C=C2)C#N)N3C=NC=N3. Cell line: SN12C. Synergy scores: CSS=66.2, Synergy_ZIP=19.7, Synergy_Bliss=18.7, Synergy_Loewe=-12.7, Synergy_HSA=17.1. (5) Drug 1: C1=CC(=CC=C1CC(C(=O)O)N)N(CCCl)CCCl.Cl. Drug 2: CC1=CC=C(C=C1)C2=CC(=NN2C3=CC=C(C=C3)S(=O)(=O)N)C(F)(F)F. Cell line: IGROV1. Synergy scores: CSS=14.0, Synergy_ZIP=-5.67, Synergy_Bliss=-5.95, Synergy_Loewe=-10.3, Synergy_HSA=-4.48. (6) Drug 1: COC1=C(C=C2C(=C1)N=CN=C2NC3=CC(=C(C=C3)F)Cl)OCCCN4CCOCC4. Drug 2: C1CC(C1)(C(=O)O)C(=O)O.[NH2-].[NH2-].[Pt+2]. Cell line: HOP-92. Synergy scores: CSS=54.4, Synergy_ZIP=-8.47, Synergy_Bliss=-1.57, Synergy_Loewe=1.71, Synergy_HSA=3.19. (7) Drug 1: CNC(=O)C1=NC=CC(=C1)OC2=CC=C(C=C2)NC(=O)NC3=CC(=C(C=C3)Cl)C(F)(F)F. Drug 2: C(CC(=O)O)C(=O)CN.Cl. Cell line: NCI-H322M. Synergy scores: CSS=18.0, Synergy_ZIP=-1.94, Synergy_Bliss=-5.08, Synergy_Loewe=-9.59, Synergy_HSA=-7.01.